Dataset: Reaction yield outcomes from USPTO patents with 853,638 reactions. Task: Predict the reaction yield, written as a fraction of the theoretical maximum amount of product (1.0 means a 100% yield; for example, 0.34 means a 34% yield). (1) The reactants are [CH3:1][C:2]1[C:6]([C:7]2[CH:19]=[C:18]3[C:10]([C:11]4[CH:12]=[C:13]([C:20](O)=[O:21])[CH:14]=[CH:15][C:16]=4[NH:17]3)=[C:9]([C:23](=[O:26])[NH:24][CH3:25])[CH:8]=2)=[C:5]([CH3:27])[O:4][N:3]=1.CN(C(ON1N=NC2C=CC(=CC1=2)Cl)=[N+](C)C)C.F[P-](F)(F)(F)(F)F.[F:53][C:54]1([F:58])[CH2:57][NH:56][CH2:55]1.O. The catalyst is CN(C=O)C.CN(C1C=CN=CC=1)C. The product is [F:53][C:54]1([F:58])[CH2:57][N:56]([C:20]([C:13]2[CH:12]=[C:11]3[C:16](=[CH:15][CH:14]=2)[NH:17][C:18]2[CH:19]=[C:7]([C:6]4[C:2]([CH3:1])=[N:3][O:4][C:5]=4[CH3:27])[CH:8]=[C:9]([C:23]([NH:24][CH3:25])=[O:26])[C:10]3=2)=[O:21])[CH2:55]1. The yield is 0.550. (2) The reactants are [O:1]1[CH2:5][CH2:4][O:3][CH:2]1[C:6]1[CH:7]=[CH:8][C:9]2[O:13][CH:12]=[CH:11][C:10]=2[CH:14]=1.C([Li])CCC.C1C(=O)N([Cl:27])C(=O)C1.O. The catalyst is C1COCC1.C(OCC)(=O)C. The product is [Cl:27][C:12]1[O:13][C:9]2[CH:8]=[CH:7][C:6]([CH:2]3[O:3][CH2:4][CH2:5][O:1]3)=[CH:14][C:10]=2[CH:11]=1. The yield is 0.810.